Dataset: Reaction yield outcomes from USPTO patents with 853,638 reactions. Task: Predict the reaction yield, written as a fraction of the theoretical maximum amount of product (1.0 means a 100% yield; for example, 0.34 means a 34% yield). (1) The reactants are [N+:1]([C:4]1[CH:10]=[CH:9][CH:8]=[C:7]([C:11]2[CH:16]=[CH:15][CH:14]=[CH:13][N:12]=2)[C:5]=1[NH2:6])([O-])=O. The catalyst is CCOC(C)=O.[Pd]. The product is [N:12]1[CH:13]=[CH:14][CH:15]=[CH:16][C:11]=1[C:7]1[CH:8]=[CH:9][CH:10]=[C:4]([NH2:1])[C:5]=1[NH2:6]. The yield is 0.890. (2) The reactants are Br[C:2]1[CH:3]=[C:4]([NH:10][C:11]2[S:12][C:13]3[CH2:14][N:15]([CH3:20])[CH2:16][CH2:17][C:18]=3[N:19]=2)[C:5](=[O:9])[N:6]([CH3:8])[CH:7]=1.[B:21]1([B:21]2[O:25][C:24]([CH3:27])([CH3:26])[C:23]([CH3:29])([CH3:28])[O:22]2)[O:25][C:24]([CH3:27])([CH3:26])[C:23]([CH3:29])([CH3:28])[O:22]1.CC(C1C=C(C(C)C)C(C2C=CC=CC=2P(C2CCCCC2)C2CCCCC2)=C(C(C)C)C=1)C.C([O-])(=O)C.[K+]. The catalyst is O1CCOCC1.C1C=CC(/C=C/C(/C=C/C2C=CC=CC=2)=O)=CC=1.C1C=CC(/C=C/C(/C=C/C2C=CC=CC=2)=O)=CC=1.C1C=CC(/C=C/C(/C=C/C2C=CC=CC=2)=O)=CC=1.[Pd].[Pd]. The product is [CH3:8][N:6]1[CH:7]=[C:2]([B:21]2[O:25][C:24]([CH3:27])([CH3:26])[C:23]([CH3:29])([CH3:28])[O:22]2)[CH:3]=[C:4]([NH:10][C:11]2[S:12][C:13]3[CH2:14][N:15]([CH3:20])[CH2:16][CH2:17][C:18]=3[N:19]=2)[C:5]1=[O:9]. The yield is 0.860. (3) The reactants are [OH:1][C:2]1[CH:7]=[CH:6][C:5]([CH3:8])=[CH:4][N:3]=1.C(=O)([O-])[O-].[K+].[K+].I[C:16]1[CH:21]=[CH:20][CH:19]=[CH:18][CH:17]=1. The catalyst is [Cu]. The product is [CH3:8][C:5]1[CH:6]=[CH:7][C:2](=[O:1])[N:3]([C:16]2[CH:21]=[CH:20][CH:19]=[CH:18][CH:17]=2)[CH:4]=1. The yield is 0.560.